From a dataset of Reaction yield outcomes from USPTO patents with 853,638 reactions. Predict the reaction yield, written as a fraction of the theoretical maximum amount of product (1.0 means a 100% yield; for example, 0.34 means a 34% yield). (1) The reactants are [CH3:1][O:2][C:3]([N:5]1[CH2:14][CH2:13][C:12]2[N:11]=[C:10]([Cl:15])[CH:9]=[CH:8][C:7]=2[CH2:6]1)=[O:4].CC#N.[OH2:19]. The catalyst is C(Cl)(Cl)(Cl)Cl. The product is [CH3:1][O:2][C:3]([N:5]1[CH2:14][CH2:13][C:12]2[N:11]=[C:10]([Cl:15])[CH:9]=[CH:8][C:7]=2[C:6]1=[O:19])=[O:4]. The yield is 0.600. (2) The product is [CH3:11][C:3]1[N:4]=[C:5]([NH:7][C:8](=[O:10])[CH3:9])[S:6][C:2]=1[C:13]1[CH:18]=[N:17][CH:16]=[C:15]([S:19]([NH:22][CH2:23][CH2:24][N:25]2[CH2:30][CH2:29][O:28][CH2:27][CH2:26]2)(=[O:21])=[O:20])[CH:14]=1. The reactants are I[C:2]1[S:6][C:5]([NH:7][C:8](=[O:10])[CH3:9])=[N:4][C:3]=1[CH3:11].Br[C:13]1[CH:14]=[C:15]([S:19]([NH:22][CH2:23][CH2:24][N:25]2[CH2:30][CH2:29][O:28][CH2:27][CH2:26]2)(=[O:21])=[O:20])[CH:16]=[N:17][CH:18]=1. No catalyst specified. The yield is 0.0700. (3) The reactants are [CH:1]([NH:4][C:5]([C:7]1[C:15]2[C:10](=[N:11][CH:12]=[C:13](Br)[N:14]=2)[N:9]([CH2:17][O:18][CH2:19][CH2:20][Si:21]([CH3:24])([CH3:23])[CH3:22])[CH:8]=1)=[O:6])([CH3:3])[CH3:2].C(OC([N:32]1[C:40]2[C:35](=[CH:36][C:37]([OH:41])=[CH:38][CH:39]=2)[CH:34]=[CH:33]1)=O)(C)(C)C.C([O-])([O-])=O.[Cs+].[Cs+]. The catalyst is CN(C=O)C. The product is [CH:1]([NH:4][C:5]([C:7]1[C:15]2[C:10](=[N:11][CH:12]=[C:13]([O:41][C:37]3[CH:36]=[C:35]4[C:40](=[CH:39][CH:38]=3)[NH:32][CH:33]=[CH:34]4)[N:14]=2)[N:9]([CH2:17][O:18][CH2:19][CH2:20][Si:21]([CH3:24])([CH3:23])[CH3:22])[CH:8]=1)=[O:6])([CH3:3])[CH3:2]. The yield is 0.360. (4) The reactants are Br[C:2]1[CH:7]=[CH:6][C:5]([F:8])=[CH:4][N:3]=1.[CH2:9]([C:13]1[S:14][C:15]2[CH:21]=[CH:20][CH:19]=[CH:18][C:16]=2[N:17]=1)[CH2:10][C:11]#[CH:12]. No catalyst specified. The product is [F:8][C:5]1[CH:6]=[CH:7][C:2]([C:12]#[C:11][CH2:10][CH2:9][C:13]2[S:14][C:15]3[CH:21]=[CH:20][CH:19]=[CH:18][C:16]=3[N:17]=2)=[N:3][CH:4]=1. The yield is 0.470.